Dataset: Catalyst prediction with 721,799 reactions and 888 catalyst types from USPTO. Task: Predict which catalyst facilitates the given reaction. (1) Reactant: [F:1][C:2]1[CH:3]=[CH:4][C:5]([O:26][CH3:27])=[C:6]([C:8]2[CH:13]=[CH:12][N:11]=[C:10]3[NH:14][C:15]([C:17]4[CH2:22][CH2:21][CH:20]([C:23](O)=[O:24])[CH2:19][CH:18]=4)=[CH:16][C:9]=23)[CH:7]=1.Cl.CN(C)CCCN=C=NCC.O.N1(O)C2C=CC=CC=2N=N1.C(N(C(C)C)C(C)C)C.[C:60]1([CH2:66][NH2:67])[CH:65]=[CH:64][CH:63]=[CH:62][CH:61]=1. Product: [CH2:66]([NH:67][C:23]([CH:20]1[CH2:21][CH2:22][C:17]([C:15]2[NH:14][C:10]3=[N:11][CH:12]=[CH:13][C:8]([C:6]4[CH:7]=[C:2]([F:1])[CH:3]=[CH:4][C:5]=4[O:26][CH3:27])=[C:9]3[CH:16]=2)=[CH:18][CH2:19]1)=[O:24])[C:60]1[CH:65]=[CH:64][CH:63]=[CH:62][CH:61]=1. The catalyst class is: 42. (2) Reactant: [Cl:1][C:2]1[CH:7]=[CH:6][CH:5]=[C:4]([Cl:8])[C:3]=1[CH2:9][CH2:10][C:11]1[C:15]([CH2:16][O:17][C:18]2[CH:23]=[CH:22][C:21]([C:24]3[CH:33]=[C:32]4[C:27]([CH:28]=[CH:29][C:30]([C:34]([O:36]C)=[O:35])=[CH:31]4)=[CH:26][CH:25]=3)=[CH:20][CH:19]=2)=[C:14]([CH:38]([CH3:40])[CH3:39])[O:13][N:12]=1.CO.[OH-].[Na+]. Product: [Cl:1][C:2]1[CH:7]=[CH:6][CH:5]=[C:4]([Cl:8])[C:3]=1[CH2:9][CH2:10][C:11]1[C:15]([CH2:16][O:17][C:18]2[CH:23]=[CH:22][C:21]([C:24]3[CH:33]=[C:32]4[C:27]([CH:28]=[CH:29][C:30]([C:34]([OH:36])=[O:35])=[CH:31]4)=[CH:26][CH:25]=3)=[CH:20][CH:19]=2)=[C:14]([CH:38]([CH3:40])[CH3:39])[O:13][N:12]=1. The catalyst class is: 7.